Dataset: Forward reaction prediction with 1.9M reactions from USPTO patents (1976-2016). Task: Predict the product of the given reaction. (1) The product is: [CH2:1]([O:8][N:9]1[C:18]2[C:13](=[CH:14][C:15]([Br:19])=[CH:16][N:17]=2)[C:12]([OH:20])=[C:11]([C:21]([NH:35][CH2:34][C:28]2[CH:29]=[CH:30][C:31]([F:33])=[CH:32][C:27]=2[F:26])=[O:23])[C:10]1=[O:25])[C:2]1[CH:7]=[CH:6][CH:5]=[CH:4][CH:3]=1. Given the reactants [CH2:1]([O:8][N:9]1[C:18]2[C:13](=[CH:14][C:15]([Br:19])=[CH:16][N:17]=2)[C:12]([OH:20])=[C:11]([C:21]([O:23]C)=O)[C:10]1=[O:25])[C:2]1[CH:7]=[CH:6][CH:5]=[CH:4][CH:3]=1.[F:26][C:27]1[CH:32]=[C:31]([F:33])[CH:30]=[CH:29][C:28]=1[CH2:34][NH2:35], predict the reaction product. (2) Given the reactants [NH:1]1[CH2:6][CH2:5][CH:4]([N:7]2[CH:11]=[C:10]([C:12]3[CH:17]=[N:16][N:15]4[C:18]([C:21]5[CH:22]=[C:23]([NH:27][C:28]([NH:30][CH2:31][C:32]([F:35])([F:34])[F:33])=[O:29])[CH:24]=[CH:25][CH:26]=5)=[CH:19][N:20]=[C:14]4[CH:13]=3)[CH:9]=[N:8]2)[CH2:3][CH2:2]1.[CH:36]1([CH2:41][C:42](Cl)=[O:43])[CH2:40][CH2:39][CH2:38][CH2:37]1, predict the reaction product. The product is: [CH:36]1([CH2:41][C:42]([N:1]2[CH2:6][CH2:5][CH:4]([N:7]3[CH:11]=[C:10]([C:12]4[CH:17]=[N:16][N:15]5[C:18]([C:21]6[CH:22]=[C:23]([NH:27][C:28]([NH:30][CH2:31][C:32]([F:33])([F:35])[F:34])=[O:29])[CH:24]=[CH:25][CH:26]=6)=[CH:19][N:20]=[C:14]5[CH:13]=4)[CH:9]=[N:8]3)[CH2:3][CH2:2]2)=[O:43])[CH2:40][CH2:39][CH2:38][CH2:37]1. (3) Given the reactants [Br:1][C:2]1[CH:11]=[C:10]2[C:5]([CH:6]=[CH:7][N:8]=[CH:9]2)=[CH:4][CH:3]=1.BrC1C=CC=C2C=1C=CN=C2.[ClH:23].BrC1C=C2C(=CC=1)C=[N+]([O-:35])C=C2.Cl.BrC1C=CC=C2C=1C=C[N+]([O-])=C2, predict the reaction product. The product is: [ClH:23].[Br:1][C:2]1[CH:11]=[C:10]2[C:5]([CH:6]=[CH:7][N+:8]([O-:35])=[CH:9]2)=[CH:4][CH:3]=1. (4) Given the reactants [C:1]([O:5][C:6]([N:8]1[CH2:13][CH2:12][C@H:11]([NH:14][C:15]([C:17]2[NH:18][C:19]([CH3:24])=[C:20]([Cl:23])[C:21]=2[Cl:22])=[O:16])[C@H:10]([CH2:25][O:26]S(C2C=CC(C)=CC=2)(=O)=O)[CH2:9]1)=[O:7])([CH3:4])([CH3:3])[CH3:2].[CH3:37][O-].[Na+], predict the reaction product. The product is: [C:1]([O:5][C:6]([N:8]1[CH2:13][CH2:12][C@H:11]([NH:14][C:15]([C:17]2[NH:18][C:19]([CH3:24])=[C:20]([Cl:23])[C:21]=2[Cl:22])=[O:16])[C@H:10]([CH2:25][O:26][CH3:37])[CH2:9]1)=[O:7])([CH3:4])([CH3:2])[CH3:3]. (5) Given the reactants Cl[C:2]1[N:7]=[N:6][C:5]([C:8]([NH2:10])=[O:9])=[C:4]([NH:11][C:12]2[CH:17]=[CH:16][CH:15]=[C:14]([N:18]3[CH:22]=[CH:21][N:20]=[N:19]3)[N:13]=2)[CH:3]=1.[C@@H:23]1([NH2:30])[CH2:28][CH2:27][CH2:26][CH2:25][C@@H:24]1[NH2:29], predict the reaction product. The product is: [NH2:29][C@H:24]1[CH2:25][CH2:26][CH2:27][CH2:28][C@H:23]1[NH:30][C:2]1[N:7]=[N:6][C:5]([C:8]([NH2:10])=[O:9])=[C:4]([NH:11][C:12]2[CH:17]=[CH:16][CH:15]=[C:14]([N:18]3[CH:22]=[CH:21][N:20]=[N:19]3)[N:13]=2)[CH:3]=1. (6) Given the reactants [N+:1]([CH2:4][CH2:5][O:6][CH:7]1[CH2:12][CH2:11][CH2:10][CH2:9][O:8]1)([O-])=[O:2].C1(N=C=O)C=CC=CC=1.C(N(CC)CC)C, predict the reaction product. The product is: [O:8]1[CH2:9][CH2:10][CH2:11][CH2:12][CH:7]1[O:6][CH2:5][C:4]#[N+:1][O-:2]. (7) Given the reactants [C:1]([O:5][C:6]([CH3:9])([CH3:8])[CH3:7])(=[O:4])[NH:2][NH2:3].C(O)(=O)C.[CH2:14]([N:21]1[CH2:26][CH2:25][C:24](=O)[CH2:23][CH2:22]1)[C:15]1[CH:20]=[CH:19][CH:18]=[CH:17][CH:16]=1.C(=O)(O)[O-].[Na+], predict the reaction product. The product is: [CH2:14]([N:21]1[CH2:26][CH2:25][C:24](=[N:3][NH:2][C:1]([O:5][C:6]([CH3:9])([CH3:8])[CH3:7])=[O:4])[CH2:23][CH2:22]1)[C:15]1[CH:20]=[CH:19][CH:18]=[CH:17][CH:16]=1.